This data is from Catalyst prediction with 721,799 reactions and 888 catalyst types from USPTO. The task is: Predict which catalyst facilitates the given reaction. (1) Reactant: [CH2:1]([O:7][C:8]1[CH:9]=[C:10]([CH:15]=[C:16]([O:25][CH2:26][CH2:27][CH2:28][CH2:29][CH2:30][CH3:31])[C:17]=1[O:18][CH2:19][CH2:20][CH2:21][CH2:22][CH2:23][CH3:24])[C:11]([NH:13][NH2:14])=[O:12])[CH2:2][CH2:3][CH2:4][CH2:5][CH3:6].Cl[C:33]([C:35]1[CH:44]=[CH:43][C:38]([C:39]([O:41][CH3:42])=[O:40])=[CH:37][CH:36]=1)=[O:34].N1C=CC=CC=1.O. Product: [CH2:26]([O:25][C:16]1[CH:15]=[C:10]([CH:9]=[C:8]([O:7][CH2:1][CH2:2][CH2:3][CH2:4][CH2:5][CH3:6])[C:17]=1[O:18][CH2:19][CH2:20][CH2:21][CH2:22][CH2:23][CH3:24])[C:11]([NH:13][NH:14][C:33]([C:35]1[CH:44]=[CH:43][C:38]([C:39]([O:41][CH3:42])=[O:40])=[CH:37][CH:36]=1)=[O:34])=[O:12])[CH2:27][CH2:28][CH2:29][CH2:30][CH3:31]. The catalyst class is: 1. (2) Reactant: [CH3:1][C:2]1[N:6]2[CH:7]=[C:8]([C:15]3[C:20]([CH3:21])=[CH:19][C:18]([CH3:22])=[CH:17][C:16]=3[CH3:23])[C:9]3[C:14]([C:5]2=[N:4][CH:3]=1)=[CH:13][CH:12]=[CH:11][CH:10]=3.[Br:24]N1C(=O)CCC1=O. Product: [Br:24][C:3]1[N:4]=[C:5]2[C:14]3[C:9](=[CH:10][CH:11]=[CH:12][CH:13]=3)[C:8]([C:15]3[C:20]([CH3:21])=[CH:19][C:18]([CH3:22])=[CH:17][C:16]=3[CH3:23])=[CH:7][N:6]2[C:2]=1[CH3:1]. The catalyst class is: 3. (3) Reactant: [C:1]([C:3]1[CH:4]=[CH:5][C:6]([OH:36])=[C:7]([S:9]([NH:12][CH2:13][CH2:14][C:15]2[CH:20]=[CH:19][C:18]([C:21]3[CH:26]=[CH:25][CH:24]=[CH:23][C:22]=3[S:27]([CH3:30])(=[O:29])=[O:28])=[CH:17][C:16]=2[O:31][CH2:32][C:33]([OH:35])=[O:34])(=[O:11])=[O:10])[CH:8]=1)#[N:2].[OH-].[Na+:38]. Product: [C:1]([C:3]1[CH:4]=[CH:5][C:6]([OH:36])=[C:7]([S:9]([NH:12][CH2:13][CH2:14][C:15]2[CH:20]=[CH:19][C:18]([C:21]3[CH:26]=[CH:25][CH:24]=[CH:23][C:22]=3[S:27]([CH3:30])(=[O:29])=[O:28])=[CH:17][C:16]=2[O:31][CH2:32][C:33]([O-:35])=[O:34])(=[O:10])=[O:11])[CH:8]=1)#[N:2].[Na+:38]. The catalyst class is: 8. (4) The catalyst class is: 9. Product: [CH2:8]([O:12][C:13]1[N:21]=[C:20]2[C:16]([N:17]=[C:18]([O:22][CH3:23])[N:19]2[CH2:32][CH:33]2[CH2:38][CH2:37][CH2:36][N:35]([CH2:39][CH3:40])[CH2:34]2)=[C:15]([NH2:24])[N:14]=1)[CH2:9][CH2:10][CH3:11]. Reactant: FC(F)(F)C(O)=O.[CH2:8]([O:12][C:13]1[N:21]=[C:20]2[C:16]([N:17]=[C:18]([O:22][CH3:23])[NH:19]2)=[C:15]([NH2:24])[N:14]=1)[CH2:9][CH2:10][CH3:11].C(=O)([O-])[O-].[K+].[K+].Br[CH2:32][CH:33]1[CH2:38][CH2:37][CH2:36][N:35]([CH2:39][CH3:40])[CH2:34]1.O.